Dataset: Orexin1 receptor HTS with 218,158 compounds and 233 confirmed actives. Task: Binary Classification. Given a drug SMILES string, predict its activity (active/inactive) in a high-throughput screening assay against a specified biological target. (1) The compound is O=C(Nc1c(c2ccccc2)cccc1)CN1CCCCC1. The result is 0 (inactive). (2) The drug is O(C(C)(C)C)C(=O)C(NC(=O)c1nc[nH]c1C(=O)N(Cc1ccccc1)C)Cc1ccccc1. The result is 1 (active). (3) The compound is O1c2c(C(c3ccc(OC)cc3)C(=C1N)C#N)cc1OCOc1c2. The result is 0 (inactive). (4) The compound is S(c1n(Cc2occc2)c(nn1)c1sccc1)CC(=O)c1cc2OCOc2cc1. The result is 0 (inactive). (5) The compound is Fc1ccc(N2CCN(CC2)Cc2c(OC)ccc(c2)/C=N\NC(=O)c2ccc(OC)cc2)cc1. The result is 0 (inactive). (6) The compound is FC(F)(F)c1ccc(C2=NOC(C2)C(=O)NCc2ccc(OC(F)(F)F)cc2)cc1. The result is 0 (inactive). (7) The drug is O=C(NN\C=C1\c2c(C=CC1=O)cccc2)CN1CCCc2c1cccc2. The result is 0 (inactive). (8) The molecule is S1(=O)(=O)CC(N(Cc2cc(OC)ccc2)C(=O)COc2ccc(cc2)C)CC1. The result is 0 (inactive). (9) The compound is s1c2nc3CCCC(=O)c3cc2c(N)c1C(OC(C)C)=O. The result is 0 (inactive). (10) The drug is S(=O)(=O)(Nc1c(cccc1)C(O)=O)c1cc(n2sc3c(c2=O)cccc3)ccc1. The result is 1 (active).